Dataset: Forward reaction prediction with 1.9M reactions from USPTO patents (1976-2016). Task: Predict the product of the given reaction. (1) Given the reactants NC1C(N)=CC(C(F)(F)F)=CC=1C#N.C([O-])(O)=[O:16].[Na+].[F:20][CH:21]([F:37])[C:22]1[NH:26][C:25]2[CH:27]=[C:28]([C:33]([F:36])([F:35])[F:34])[CH:29]=[C:30]([C:31]#[N:32])[C:24]=2[N:23]=1.[OH-].[K+], predict the reaction product. The product is: [F:37][CH:21]([F:20])[C:22]1[NH:26][C:25]2[CH:27]=[C:28]([C:33]([F:36])([F:35])[F:34])[CH:29]=[C:30]([C:31]([NH2:32])=[O:16])[C:24]=2[N:23]=1. (2) Given the reactants [Cl:1][C:2]1[CH:3]=[C:4]([C:12]2[N:16]=[C:15]([C:17]3[CH:25]=[CH:24][CH:23]=[C:22]4[C:18]=3[CH:19]=[CH:20][NH:21]4)[O:14][N:13]=2)[CH:5]=[CH:6][C:7]=1[O:8][CH:9]([CH3:11])[CH3:10].[H-].[Na+].Br[CH2:29][CH2:30][CH2:31][C:32]([O:34][C:35]([CH3:38])([CH3:37])[CH3:36])=[O:33], predict the reaction product. The product is: [Cl:1][C:2]1[CH:3]=[C:4]([C:12]2[N:16]=[C:15]([C:17]3[CH:25]=[CH:24][CH:23]=[C:22]4[C:18]=3[CH:19]=[CH:20][N:21]4[CH2:29][CH2:30][CH2:31][C:32]([O:34][C:35]([CH3:38])([CH3:37])[CH3:36])=[O:33])[O:14][N:13]=2)[CH:5]=[CH:6][C:7]=1[O:8][CH:9]([CH3:11])[CH3:10].